This data is from Peptide-MHC class I binding affinity with 185,985 pairs from IEDB/IMGT. The task is: Regression. Given a peptide amino acid sequence and an MHC pseudo amino acid sequence, predict their binding affinity value. This is MHC class I binding data. (1) The MHC is HLA-B44:02 with pseudo-sequence HLA-B44:02. The peptide sequence is RPPRRGDKF. The binding affinity (normalized) is 0.0847. (2) The peptide sequence is TRDHVNLVL. The MHC is HLA-A31:01 with pseudo-sequence HLA-A31:01. The binding affinity (normalized) is 0.0847. (3) The peptide sequence is LPFLKSLAI. The MHC is HLA-B08:01 with pseudo-sequence HLA-B08:01. The binding affinity (normalized) is 0.570. (4) The peptide sequence is WAPEGDIRL. The MHC is HLA-B27:05 with pseudo-sequence HLA-B27:05. The binding affinity (normalized) is 0.0847.